From a dataset of Forward reaction prediction with 1.9M reactions from USPTO patents (1976-2016). Predict the product of the given reaction. (1) Given the reactants [C:1]([C:3]1[CH:8]=[CH:7][N:6]2[C:9]([C:12]3[CH:13]=[C:14]([NH:18][C:19]([NH:21][CH2:22][C:23]([F:26])([F:25])[F:24])=[O:20])[CH:15]=[CH:16][CH:17]=3)=[CH:10][N:11]=[C:5]2[CH:4]=1)#[N:2].[N-:27]=[N+:28]=[N-:29].[Na+].[Cl-].[NH4+], predict the reaction product. The product is: [N:2]1[NH:27][N:28]=[N:29][C:1]=1[C:3]1[CH:8]=[CH:7][N:6]2[C:9]([C:12]3[CH:13]=[C:14]([NH:18][C:19]([NH:21][CH2:22][C:23]([F:26])([F:25])[F:24])=[O:20])[CH:15]=[CH:16][CH:17]=3)=[CH:10][N:11]=[C:5]2[CH:4]=1. (2) Given the reactants [CH2:1]([N:8](CC1C=CC=CC=1)[CH2:9][CH:10]=[C:11]([C:23]1[CH:28]=[CH:27][CH:26]=[C:25]([NH:29][C:30]([O:32][CH3:33])=[O:31])[CH:24]=1)[C:12]1[CH:17]=[CH:16][CH:15]=[C:14]([NH:18][C:19]([O:21][CH3:22])=[O:20])[CH:13]=1)[C:2]1[CH:7]=[CH:6][CH:5]=[CH:4][CH:3]=1.Cl.O1CCOCC1, predict the reaction product. The product is: [CH2:1]([NH:8][CH2:9][CH2:10][CH:11]([C:23]1[CH:28]=[CH:27][CH:26]=[C:25]([NH:29][C:30]([O:32][CH3:33])=[O:31])[CH:24]=1)[C:12]1[CH:17]=[CH:16][CH:15]=[C:14]([NH:18][C:19]([O:21][CH3:22])=[O:20])[CH:13]=1)[C:2]1[CH:7]=[CH:6][CH:5]=[CH:4][CH:3]=1. (3) Given the reactants [C:1]([O:5][C:6]([N:8]([C:30]([O:32][C:33]([CH3:36])([CH3:35])[CH3:34])=[O:31])[C@@H:9]([C:11]1[CH:28]=[C:27]([Cl:29])[CH:26]=[CH:25][C:12]=1[CH2:13][NH:14][C:15]1[CH:19]=[CH:18][NH:17][C:16]=1[C:20](OCC)=[O:21])[CH3:10])=[O:7])([CH3:4])([CH3:3])[CH3:2].C([N:45]=[C:46]=[S:47])(=O)C1C=CC=CC=1.C([O-])([O-])=O.[Cs+].[Cs+].CC(O)=O, predict the reaction product. The product is: [Cl:29][C:27]1[CH:26]=[CH:25][C:12]([CH2:13][N:14]2[C:15]3[CH:19]=[CH:18][NH:17][C:16]=3[C:20](=[O:21])[NH:45][C:46]2=[S:47])=[C:11]([C@H:9]([N:8]([C:6]([O:5][C:1]([CH3:3])([CH3:4])[CH3:2])=[O:7])[C:30]([O:32][C:33]([CH3:36])([CH3:35])[CH3:34])=[O:31])[CH3:10])[CH:28]=1.